From a dataset of Full USPTO retrosynthesis dataset with 1.9M reactions from patents (1976-2016). Predict the reactants needed to synthesize the given product. (1) Given the product [NH:28]1[C:27]([C:24]2[CH:25]=[C:26]3[C:21](=[CH:22][CH:23]=2)[NH:20][N:19]=[C:18]3[C:14]2[CH:13]=[C:12]([C:10]([NH:9][CH2:8][C:5]3[CH:4]=[CH:3][C:2]([F:1])=[CH:7][CH:6]=3)=[O:11])[CH:17]=[CH:16][CH:15]=2)=[N:31][CH:30]=[N:29]1, predict the reactants needed to synthesize it. The reactants are: [F:1][C:2]1[CH:7]=[CH:6][C:5]([CH2:8][NH:9][C:10]([C:12]2[CH:17]=[CH:16][CH:15]=[C:14]([C:18]3[C:26]4[C:21](=[CH:22][CH:23]=[C:24]([C:27]5[N:31]=[CH:30][N:29](C(C6C=CC=CC=6)(C6C=CC=CC=6)C6C=CC=CC=6)[N:28]=5)[CH:25]=4)[N:20](C4CCCCO4)[N:19]=3)[CH:13]=2)=[O:11])=[CH:4][CH:3]=1.Cl.C(=O)(O)[O-].[Na+]. (2) Given the product [C:31]([CH2:26][NH:25][CH:22]1[CH2:23][CH2:24][N:20]([C:17]2[CH:18]=[CH:19][C:14]([N:13]([CH3:28])[C:11](=[O:12])[C:10]3[CH:29]=[CH:30][C:7]([CH:1]4[CH2:2][CH2:3][CH2:4][CH2:5][CH2:6]4)=[CH:8][CH:9]=3)=[CH:15][CH:16]=2)[C:21]1=[O:27])(=[O:33])[CH3:32], predict the reactants needed to synthesize it. The reactants are: [CH:1]1([C:7]2[CH:30]=[CH:29][C:10]([C:11]([N:13]([CH3:28])[C:14]3[CH:19]=[CH:18][C:17]([N:20]4[CH2:24][CH2:23][CH:22]([NH:25][CH3:26])[C:21]4=[O:27])=[CH:16][CH:15]=3)=[O:12])=[CH:9][CH:8]=2)[CH2:6][CH2:5][CH2:4][CH2:3][CH2:2]1.[C:31](OC(=O)C)(=[O:33])[CH3:32]. (3) Given the product [Cl:1][C:2]1[CH:10]=[CH:9][CH:8]=[C:7]2[C:3]=1[CH2:4][CH2:5][CH:6]2[N:11]1[C:16](=[O:17])[C:15]([C:18]2[NH:48][N:47]=[N:46][N:19]=2)=[CH:14][N:13]([C:20]2[CH:30]=[CH:29][C:23]3[N:24]([CH3:28])[C:25](=[O:27])[S:26][C:22]=3[CH:21]=2)[C:12]1=[O:31], predict the reactants needed to synthesize it. The reactants are: [Cl:1][C:2]1[CH:10]=[CH:9][CH:8]=[C:7]2[C:3]=1[CH2:4][CH2:5][CH:6]2[N:11]1[C:16](=[O:17])[C:15]([C:18]#[N:19])=[CH:14][N:13]([C:20]2[CH:30]=[CH:29][C:23]3[N:24]([CH3:28])[C:25](=[O:27])[S:26][C:22]=3[CH:21]=2)[C:12]1=[O:31].C([Sn](=O)CCCC)CCC.C[Si]([N:46]=[N+:47]=[N-:48])(C)C.C(O)C. (4) The reactants are: [Cl-].[Ce+3].[Cl-].[Cl-].[CH:5](/[Mg]Br)=[CH:6]\[CH3:7].CON(C)[C:13](=[O:45])[CH2:14][N:15]([C@@H:23]([C:33](=[CH2:44])[CH2:34][CH2:35][O:36][Si:37]([CH3:43])([CH3:42])[C:38]([CH3:41])([CH3:40])[CH3:39])[CH2:24][O:25][Si:26]([CH3:32])([CH3:31])[C:27]([CH3:30])([CH3:29])[CH3:28])[C:16](=[O:22])[O:17][C:18]([CH3:21])([CH3:20])[CH3:19].CON(C)C(=O)CN([C@@H](C(=C)CCOC(C)(C)C(C)(C)C)CO[Si](C)(C)C(C)(C)[SiH3])C(=O)OC(C)(C)C. Given the product [CH3:28][C:27]([CH3:30])([Si:26]([CH3:31])([CH3:32])[O:25][CH2:24][C@@H:23]([N:15]([CH2:14][C:13](=[O:45])[CH:5]=[CH:6][CH3:7])[C:16](=[O:22])[O:17][C:18]([CH3:21])([CH3:20])[CH3:19])[C:33](=[CH2:44])[CH2:34][CH2:35][O:36][Si:37]([CH3:42])([CH3:43])[C:38]([CH3:39])([CH3:40])[CH3:41])[CH3:29], predict the reactants needed to synthesize it. (5) Given the product [NH2:17][C:3]1[C:4](=[O:16])[NH:5][C:6](=[S:15])[N:7]([CH2:8][C:9]2[CH:14]=[CH:13][CH:12]=[CH:11][N:10]=2)[C:2]=1[NH2:1], predict the reactants needed to synthesize it. The reactants are: [NH2:1][C:2]1[N:7]([CH2:8][C:9]2[CH:14]=[CH:13][CH:12]=[CH:11][N:10]=2)[C:6](=[S:15])[NH:5][C:4](=[O:16])[CH:3]=1.[N:17]([O-])=O.[Na+].S(S([O-])=O)([O-])=O.[Na+].[Na+].S(=O)(=O)(O)O. (6) Given the product [O:1]1[CH:5]=[CH:4][CH:3]=[C:2]1[C:10]1[CH:15]=[CH:14][C:13]([C:16]2[N:20]([C:21]3[CH:26]=[CH:25][C:24]([S:27]([CH3:30])(=[O:29])=[O:28])=[CH:23][CH:22]=3)[N:19]=[C:18]([C:31]([O:33][CH2:34][CH3:35])=[O:32])[CH:17]=2)=[CH:12][CH:11]=1, predict the reactants needed to synthesize it. The reactants are: [O:1]1[CH:5]=[CH:4][CH:3]=[C:2]1B(O)O.Br[C:10]1[CH:15]=[CH:14][C:13]([C:16]2[N:20]([C:21]3[CH:26]=[CH:25][C:24]([S:27]([CH3:30])(=[O:29])=[O:28])=[CH:23][CH:22]=3)[N:19]=[C:18]([C:31]([O:33][CH2:34][CH3:35])=[O:32])[CH:17]=2)=[CH:12][CH:11]=1.CS(C1C=CC(N2C(C3C=CC(Br)=CC=3)=CC(C(F)(F)F)=N2)=CC=1)(=O)=O. (7) Given the product [C:26]([O:25][C:56]([NH:54][C@H:55]([C:16]([OH:17])=[O:15])[CH2:47][CH2:48][CH2:49][CH2:44][NH2:43])=[O:57])([CH3:34])([CH3:50])[CH3:27], predict the reactants needed to synthesize it. The reactants are: C1C2C(C[O:15][C:16](NOCC(O)=O)=[O:17])C3C(=CC=CC=3)C=2C=CC=1.O.[OH:25][C:26]1[C:34]2N=NNC=2C=C[CH:27]=1.[CH2:47]1CC[CH:44]([N:43]=C=[N:43][CH:44]2[CH2:49][CH2:48][CH2:47]CC2)[CH2:49][CH2:48]1.[CH3:50]C#N.C[N:54]([CH:56]=[O:57])[CH3:55].